This data is from hERG potassium channel inhibition data for cardiac toxicity prediction from Karim et al.. The task is: Regression/Classification. Given a drug SMILES string, predict its toxicity properties. Task type varies by dataset: regression for continuous values (e.g., LD50, hERG inhibition percentage) or binary classification for toxic/non-toxic outcomes (e.g., AMES mutagenicity, cardiotoxicity, hepatotoxicity). Dataset: herg_karim. (1) The compound is CN(Cc1nc2ccccc2c(=O)[nH]1)Cc1nnc(-c2ccccc2)o1. The result is 0 (non-blocker). (2) The drug is Fc1ccc(-c2[nH]c3cc(F)ccc3c2C2CNCC[C@H]2F)cc1. The result is 1 (blocker). (3) The drug is Cc1ncc(-c2ccnc(Nc3ccc(N4CCN(C(=O)CN(C)C)CC4)cc3)n2)n1C(C)C. The result is 0 (non-blocker).